This data is from Catalyst prediction with 721,799 reactions and 888 catalyst types from USPTO. The task is: Predict which catalyst facilitates the given reaction. (1) Reactant: [F:1][C:2]([F:13])([F:12])[C:3]1[CH:8]=[CH:7][C:6]([C:9](=[S:11])[NH2:10])=[CH:5][CH:4]=1.Cl[CH:15]([C:19](=O)[CH3:20])[C:16](=[O:18])[CH3:17]. Product: [CH3:20][C:19]1[N:10]=[C:9]([C:6]2[CH:7]=[CH:8][C:3]([C:2]([F:12])([F:1])[F:13])=[CH:4][CH:5]=2)[S:11][C:15]=1[C:16](=[O:18])[CH3:17]. The catalyst class is: 14. (2) Reactant: [Si:1]([O:8][CH2:9][C:10]1[CH:11]=[C:12]([CH2:18][OH:19])[N:13]=[N:14][C:15]=1[O:16][CH3:17])([C:4]([CH3:7])([CH3:6])[CH3:5])([CH3:3])[CH3:2].[CH2:20]1[CH2:25][O:24][CH:23]=[CH:22][CH2:21]1.CC1C=CC(S([O-])(=O)=O)=CC=1.C1C=C[NH+]=CC=1. Product: [Si:1]([O:8][CH2:9][C:10]1[CH:11]=[C:12]([CH2:18][O:19][CH:23]2[CH2:22][CH2:21][CH2:20][CH2:25][O:24]2)[N:13]=[N:14][C:15]=1[O:16][CH3:17])([C:4]([CH3:7])([CH3:5])[CH3:6])([CH3:3])[CH3:2]. The catalyst class is: 10. (3) Reactant: [Cl:1][C:2]1[CH:3]=[C:4]([CH2:8][CH2:9][OH:10])[CH:5]=[CH:6][CH:7]=1.[Li][CH2:12]CCC.I[CH2:17][C:18]([O-:20])=[O:19].[Na+].S(Cl)(Cl)=O. Product: [CH3:12][O:20][C:18](=[O:19])[CH2:17][O:10][CH2:9][CH2:8][C:4]1[CH:5]=[CH:6][CH:7]=[C:2]([Cl:1])[CH:3]=1. The catalyst class is: 20. (4) Reactant: [Cl:1][C:2]1[CH2:3][CH:4]2[CH:25]([NH2:26])[CH:7]([CH2:8][C:9]=1/[CH:10]=[CH:11]/[C:12]1[CH:16]=[C:15]([C:17]3[CH:22]=[CH:21][C:20]([F:23])=[CH:19][CH:18]=3)[N:14]([CH3:24])[N:13]=1)[CH2:6][CH2:5]2.C(N([CH2:32][CH3:33])CC)C.C([NH:37][S:38](Cl)(=[O:40])=[O:39])CC.[CH2:42](Cl)Cl. Product: [Cl:1][C:2]1[CH2:3][CH:4]2[CH:25]([N:26]([CH2:42][CH2:32][CH3:33])[S:38]([NH2:37])(=[O:40])=[O:39])[CH:7]([CH2:8][C:9]=1/[CH:10]=[CH:11]/[C:12]1[CH:16]=[C:15]([C:17]3[CH:18]=[CH:19][C:20]([F:23])=[CH:21][CH:22]=3)[N:14]([CH3:24])[N:13]=1)[CH2:6][CH2:5]2. The catalyst class is: 6. (5) Reactant: [C:1]([C:3]1[CH:8]=[CH:7][C:6]([CH:9]([CH3:13])[C:10]([OH:12])=O)=[CH:5][C:4]=1[O:14][CH3:15])#[N:2].[CH:16]([O:19][C:20]1[C:25]([CH2:26][NH2:27])=[CH:24][CH:23]=[C:22]([C:28]([F:31])([F:30])[F:29])[N:21]=1)([CH3:18])[CH3:17].CN(C)CCCN=C=NCC.ON1C2C=CC=CC=2N=N1.C(N(CC)CC)C. Product: [C:1]([C:3]1[CH:8]=[CH:7][C:6]([CH:9]([CH3:13])[C:10]([NH:27][CH2:26][C:25]2[C:20]([O:19][CH:16]([CH3:18])[CH3:17])=[N:21][C:22]([C:28]([F:29])([F:30])[F:31])=[CH:23][CH:24]=2)=[O:12])=[CH:5][C:4]=1[O:14][CH3:15])#[N:2]. The catalyst class is: 115. (6) Reactant: [CH3:1][C:2]1[CH:3]=[C:4]([NH:7]C(=O)OC(C)(C)C)[S:5][CH:6]=1.[C:15]([OH:21])([C:17]([F:20])([F:19])[F:18])=[O:16]. Product: [CH3:1][C:2]1[CH:3]=[C:4]([NH2:7])[S:5][CH:6]=1.[F:18][C:17]([F:20])([F:19])[C:15]([OH:21])=[O:16]. The catalyst class is: 2.